From a dataset of Reaction yield outcomes from USPTO patents with 853,638 reactions. Predict the reaction yield, written as a fraction of the theoretical maximum amount of product (1.0 means a 100% yield; for example, 0.34 means a 34% yield). (1) The reactants are [Br:1][C:2]1[CH:10]=[CH:9][CH:8]=[C:7]([NH:11][C:12](=O)[CH2:13][Cl:14])[C:3]=1[C:4]([OH:6])=O.[Cl:16][C:17]1[CH:24]=[CH:23][CH:22]=[CH:21][C:18]=1[CH2:19][NH2:20].C(N(CC)CC)C.P(Cl)(Cl)Cl. The catalyst is C1(C)C=CC=CC=1. The product is [Br:1][C:2]1[CH:10]=[CH:9][CH:8]=[C:7]2[C:3]=1[C:4](=[O:6])[N:20]([CH2:19][C:18]1[CH:21]=[CH:22][CH:23]=[CH:24][C:17]=1[Cl:16])[C:12]([CH2:13][Cl:14])=[N:11]2. The yield is 0.590. (2) The reactants are [C:1]([O:5][C:6](=[O:15])[CH:7]([O:11][C:12](=[O:14])[CH3:13])[C:8]([CH3:10])=[O:9])([CH3:4])([CH3:3])[CH3:2].[H-].[Na+].[CH2:18](Br)[CH2:19][CH2:20][CH2:21][CH2:22][CH3:23]. The catalyst is CN(C=O)C. The product is [C:1]([O:5][C:6](=[O:15])[C:7]([O:11][C:12](=[O:14])[CH3:13])([C:8](=[O:9])[CH3:10])[CH2:18][CH2:19][CH2:20][CH2:21][CH2:22][CH3:23])([CH3:2])([CH3:3])[CH3:4]. The yield is 0.710. (3) The reactants are Br[C:2]1[CH:3]=[C:4]2[C:9](=[CH:10][CH:11]=1)[N:8]=[C:7]([C:12]([CH3:14])=[CH2:13])[CH:6]=[CH:5]2.C1(P(C2C=CC=CC=2)CCCP(C2C=CC=CC=2)C2C=CC=CC=2)C=CC=CC=1.C(N(CC)CC)C.[CH3:51][OH:52].CN([CH:56]=[O:57])C. The catalyst is C(OCC)(=O)C.C1(C)C=CC=CC=1.C([O-])(=O)C.[Pd+2].C([O-])(=O)C. The product is [C:12]([C:7]1[CH:6]=[CH:5][C:4]2[C:9](=[CH:10][CH:11]=[C:2]([C:51]([O:57][CH3:56])=[O:52])[CH:3]=2)[N:8]=1)([CH3:14])=[CH2:13]. The yield is 0.820. (4) The reactants are C([O:5][C:6](=[O:41])[C:7]([CH2:38][CH:39]=[CH2:40])([CH:11]([C:16](=[O:37])[NH:17][CH:18]1[C:24](=[O:25])[N:23]([CH3:26])[C:22]2[CH:27]=[CH:28][CH:29]=[CH:30][C:21]=2[C:20]([C:31]2[CH:36]=[CH:35][CH:34]=[CH:33][CH:32]=2)=[N:19]1)[CH2:12][CH:13]([CH3:15])[CH3:14])[CH2:8][CH:9]=[CH2:10])(C)(C)C. The catalyst is C(O)(C(F)(F)F)=O.C(Cl)Cl. The product is [CH2:8]([C:7]([CH:11]([C:16](=[O:37])[NH:17][CH:18]1[C:24](=[O:25])[N:23]([CH3:26])[C:22]2[CH:27]=[CH:28][CH:29]=[CH:30][C:21]=2[C:20]([C:31]2[CH:36]=[CH:35][CH:34]=[CH:33][CH:32]=2)=[N:19]1)[CH2:12][CH:13]([CH3:15])[CH3:14])([CH2:38][CH:39]=[CH2:40])[C:6]([OH:41])=[O:5])[CH:9]=[CH2:10]. The yield is 0.920. (5) The reactants are [N+:1]([C:4]1[CH:13]=[C:12]2[C:7]([C:8]([Br:18])=[N:9][N:10]([CH:15]([CH3:17])[CH3:16])[C:11]2=[O:14])=[CH:6][CH:5]=1)([O-])=O.Cl. The catalyst is CCO.O.[Fe]. The product is [NH2:1][C:4]1[CH:13]=[C:12]2[C:7]([C:8]([Br:18])=[N:9][N:10]([CH:15]([CH3:16])[CH3:17])[C:11]2=[O:14])=[CH:6][CH:5]=1. The yield is 0.980. (6) The reactants are [O:1]1[C:5]2[CH:6]=[CH:7][C:8]([C:10]3([C:13]([NH:15][C:16]4[CH:17]=[C:18]([C:23]5[CH:28]=[CH:27][C:26]([CH2:29][NH:30][CH3:31])=[CH:25][CH:24]=5)[C:19]([CH3:22])=[CH:20][CH:21]=4)=[O:14])[CH2:12][CH2:11]3)=[CH:9][C:4]=2[O:3][CH2:2]1.[CH3:32][S:33](Cl)(=[O:35])=[O:34].CCN(CC)CC. The catalyst is CN(C)C=O. The product is [O:1]1[C:5]2[CH:6]=[CH:7][C:8]([C:10]3([C:13]([NH:15][C:16]4[CH:17]=[C:18]([C:23]5[CH:24]=[CH:25][C:26]([CH2:29][N:30]([CH3:31])[S:33]([CH3:32])(=[O:35])=[O:34])=[CH:27][CH:28]=5)[C:19]([CH3:22])=[CH:20][CH:21]=4)=[O:14])[CH2:11][CH2:12]3)=[CH:9][C:4]=2[O:3][CH2:2]1. The yield is 0.640.